From a dataset of Forward reaction prediction with 1.9M reactions from USPTO patents (1976-2016). Predict the product of the given reaction. (1) Given the reactants [NH2:1][CH:2]([C:9]1[CH:14]=[CH:13][CH:12]=[CH:11][CH:10]=1)[C:3]1[CH:8]=[CH:7][CH:6]=[CH:5][CH:4]=1.CCN(CC)CC.[Cl:22][CH2:23][C:24](Cl)=[O:25], predict the reaction product. The product is: [CH:2]([NH:1][C:24](=[O:25])[CH2:23][Cl:22])([C:3]1[CH:8]=[CH:7][CH:6]=[CH:5][CH:4]=1)[C:9]1[CH:14]=[CH:13][CH:12]=[CH:11][CH:10]=1. (2) Given the reactants C([NH:20][C:21]1[CH:22]=[C:23]([CH2:27][CH2:28]OS(C2C=CC([N+]([O-])=O)=CC=2)(=O)=O)[CH:24]=[CH:25][CH:26]=1)(C1C=CC=CC=1)(C1C=CC=CC=1)C1C=CC=CC=1.[CH2:42]([NH:49][CH2:50][C@@H:51]([C:60]1[CH:69]=[CH:68][C:67]([O:70][CH2:71][C:72]2[CH:77]=[CH:76][CH:75]=[CH:74][CH:73]=2)=[C:66]2[C:61]=1[CH:62]=[CH:63][C:64](=[O:78])[NH:65]2)[O:52][Si:53]([C:56]([CH3:59])([CH3:58])[CH3:57])([CH3:55])[CH3:54])[C:43]1[CH:48]=[CH:47][CH:46]=[CH:45][CH:44]=1.C(=O)(O)[O-].[Na+].Cl, predict the reaction product. The product is: [NH2:20][C:21]1[CH:22]=[C:23]([CH2:27][CH2:28][N:49]([CH2:42][C:43]2[CH:48]=[CH:47][CH:46]=[CH:45][CH:44]=2)[CH2:50][C@@H:51]([C:60]2[CH:69]=[CH:68][C:67]([O:70][CH2:71][C:72]3[CH:73]=[CH:74][CH:75]=[CH:76][CH:77]=3)=[C:66]3[C:61]=2[CH:62]=[CH:63][C:64](=[O:78])[NH:65]3)[O:52][Si:53]([C:56]([CH3:59])([CH3:58])[CH3:57])([CH3:55])[CH3:54])[CH:24]=[CH:25][CH:26]=1. (3) The product is: [C:8]([C:6]1[CH:7]=[C:2]([CH:3]=[C:4]([OH:12])[CH:5]=1)[C:13]#[N:14])([CH3:11])([CH3:10])[CH3:9]. Given the reactants Br[C:2]1[CH:3]=[C:4]([OH:12])[CH:5]=[C:6]([C:8]([CH3:11])([CH3:10])[CH3:9])[CH:7]=1.[C:13]([Cu])#[N:14].C(OCC)(=O)C.O, predict the reaction product.